Task: Predict the reaction yield, written as a fraction of the theoretical maximum amount of product (1.0 means a 100% yield; for example, 0.34 means a 34% yield).. Dataset: Reaction yield outcomes from USPTO patents with 853,638 reactions (1) The reactants are CC(C)([O-])C.[K+].[C:7]([O:16][CH3:17])(=[O:15])[CH2:8][CH2:9][CH2:10][C:11]([O:13]C)=O.[CH:18](OC)=O.[NH2:22][C:23]([NH2:25])=[S:24]. The catalyst is C(OC)(C)(C)C.CO. The product is [O:13]=[C:11]1[C:10]([CH2:9][CH2:8][C:7]([O:16][CH3:17])=[O:15])=[CH:18][NH:25][C:23](=[S:24])[NH:22]1. The yield is 0.302. (2) The reactants are Br[C:2]1[C:7]2[S:8][C:9]([C:11]3[C:16]([Cl:17])=[CH:15][CH:14]=[CH:13][C:12]=3[Cl:18])=[N:10][C:6]=2[CH:5]=[CH:4][N:3]=1.[NH2:19][C:20]1[N:25]=[CH:24][N:23]=[C:22]([CH2:26][N:27]2[C:35](=[O:36])[C:34]3[C:29](=[CH:30][CH:31]=[CH:32][CH:33]=3)[C:28]2=[O:37])[CH:21]=1.CC1(C)C2C(=C(P(C3C=CC=CC=3)C3C=CC=CC=3)C=CC=2)OC2C(P(C3C=CC=CC=3)C3C=CC=CC=3)=CC=CC1=2.C([O-])([O-])=O.[Cs+].[Cs+]. The catalyst is O1CCOCC1.C1C=CC(/C=C/C(/C=C/C2C=CC=CC=2)=O)=CC=1.C1C=CC(/C=C/C(/C=C/C2C=CC=CC=2)=O)=CC=1.C1C=CC(/C=C/C(/C=C/C2C=CC=CC=2)=O)=CC=1.[Pd].[Pd]. The product is [Cl:18][C:12]1[CH:13]=[CH:14][CH:15]=[C:16]([Cl:17])[C:11]=1[C:9]1[S:8][C:7]2[C:2]([NH:19][C:20]3[N:25]=[CH:24][N:23]=[C:22]([CH2:26][N:27]4[C:28](=[O:37])[C:29]5[C:34](=[CH:33][CH:32]=[CH:31][CH:30]=5)[C:35]4=[O:36])[CH:21]=3)=[N:3][CH:4]=[CH:5][C:6]=2[N:10]=1. The yield is 0.700. (3) The product is [C:23]([O:22][C:20]1[S:19][C:16]2[CH2:17][CH2:18][N:13]([C@@H:8]([C:3]3[CH:4]=[CH:5][CH:6]=[CH:7][C:2]=3[Cl:1])[C:9]([O:11][CH3:12])=[O:10])[CH2:14][C:15]=2[CH:21]=1)(=[O:27])[CH2:24][CH2:25][CH3:26]. The yield is 0.490. The reactants are [Cl:1][C:2]1[CH:7]=[CH:6][CH:5]=[CH:4][C:3]=1[C@H:8]([N:13]1[CH2:18][CH2:17][CH:16]2[S:19][C:20](=[O:22])[CH:21]=[C:15]2[CH2:14]1)[C:9]([O:11][CH3:12])=[O:10].[C:23](O[C:23](=[O:27])[CH2:24][CH2:25][CH3:26])(=[O:27])[CH2:24][CH2:25][CH3:26]. The catalyst is CO. (4) The reactants are [Cl:1][C:2]1[C:7]2=[N:8][CH:9]=[C:10]([O:12][CH2:13][C:14]3[O:15][CH:16]=[CH:17][N:18]=3)[N:11]=[C:6]2[CH:5]=[CH:4][N:3]=1.ClC1[N:21]=C2C=CN=C(Cl)C2=NC=1.CC1N=C(CO)ON=1. No catalyst specified. The product is [Cl:1][C:2]1[C:7]2=[N:8][CH:9]=[C:10]([O:12][CH2:13][C:14]3[O:15][N:21]=[C:17]([CH3:16])[N:18]=3)[N:11]=[C:6]2[CH:5]=[CH:4][N:3]=1. The yield is 0.680. (5) The reactants are [C:1]([SiH:5]([CH3:7])[CH3:6])([CH3:4])([CH3:3])[CH3:2].[B:17]1([B:17]2[O:21][C:20]([CH3:23])([CH3:22])[C:19]([CH3:25])([CH3:24])[O:18]2)[O:21][C:20]([CH3:23])([CH3:22])[C:19]([CH3:25])([CH3:24])[O:18]1.CC([O-])=[O:28].[K+].C[C:32]1[C:37](C)=[C:36](OC(CCC(OCCOCCOCCOCCOCCOCCOCCOCCOCCOCCOCCOCCOCCOCCOCCOCCOC)=O)=O)[C:35](C)=[C:34]2[CH2:97][CH2:98]C(CCCC(CCCC(CCCC(C)C)C)C)(C)O[C:33]=12.O. The catalyst is CC(C)([P](C(C)(C)C)([Pd][P](C(C)(C)C)(C(C)(C)C)C(C)(C)C)C(C)(C)C)C. The product is [C:1]([Si:5]([CH3:7])([CH3:6])[O:28][C:97]([C:34]1[CH:35]=[CH:36][C:37]([B:17]2[O:18][C:19]([CH3:24])([CH3:25])[C:20]([CH3:22])([CH3:23])[O:21]2)=[CH:32][CH:33]=1)=[CH2:98])([CH3:4])([CH3:3])[CH3:2]. The yield is 0.770. (6) The yield is 0.640. The product is [Cl:23][C:24]1[CH:25]=[C:26]([NH:27][C:3]2[C:12]3[C:7](=[CH:8][C:9]([OH:15])=[C:10]([O:13][CH3:14])[CH:11]=3)[N:6]=[CH:5][N:4]=2)[CH:28]=[CH:29][C:30]=1[Cl:31]. The catalyst is C(O)(C)C.C(OCC)C.C(#N)C. The reactants are Cl.Cl[C:3]1[C:12]2[C:7](=[CH:8][C:9]([O:15]CC3C=CC=CC=3)=[C:10]([O:13][CH3:14])[CH:11]=2)[N:6]=[CH:5][N:4]=1.[Cl:23][C:24]1[CH:25]=[C:26]([CH:28]=[CH:29][C:30]=1[Cl:31])[NH2:27].Cl.